Dataset: Reaction yield outcomes from USPTO patents with 853,638 reactions. Task: Predict the reaction yield, written as a fraction of the theoretical maximum amount of product (1.0 means a 100% yield; for example, 0.34 means a 34% yield). (1) The reactants are C([N:8]1[CH2:12][C:11]([CH3:14])([CH3:13])[C@H:10]([OH:15])[CH2:9]1)C1C=CC=CC=1.[ClH:16]. The catalyst is C(O)C.[Pd]. The product is [ClH:16].[CH3:13][C:11]1([CH3:14])[CH2:12][NH:8][CH2:9][C@H:10]1[OH:15]. The yield is 1.00. (2) The yield is 0.530. The reactants are [Br:1][C:2]1[CH:3]=[CH:4][C:5]2[N:9]=[C:8]([C@@H:10]([NH:13][C:14](=[O:20])[O:15][C:16]([CH3:19])([CH3:18])[CH3:17])[CH2:11][CH3:12])[NH:7][C:6]=2[CH:21]=1.C(=O)([O-])[O-].[K+].[K+].[CH3:28][O:29][CH2:30]Cl. The catalyst is CN(C)C=O.C(OCC)(=O)C. The product is [Br:1][C:2]1[CH:3]=[CH:4][C:5]2[N:9]=[C:8]([C@@H:10]([NH:13][C:14](=[O:20])[O:15][C:16]([CH3:17])([CH3:19])[CH3:18])[CH2:11][CH3:12])[N:7]([CH2:28][O:29][CH3:30])[C:6]=2[CH:21]=1. (3) The reactants are [NH2:1][C:2]1[CH:7]=[CH:6][C:5]([NH2:8])=[CH:4][CH:3]=1.[CH2:9]([N:11]=[C:12]=[O:13])[CH3:10].C(=O)([O-])[O-].[K+].[K+]. The catalyst is C1COCC1. The product is [CH2:9]([NH:11][C:12]([NH:1][C:2]1[CH:7]=[CH:6][C:5]([NH2:8])=[CH:4][CH:3]=1)=[O:13])[CH3:10]. The yield is 0.620. (4) The reactants are C(N(C(C)C)CC)(C)C.[CH2:10]([NH2:15])[C:11]([CH3:14])([CH3:13])[CH3:12].Cl[C:17]1[CH:22]=[C:21]([C:23]2[CH:24]=[N:25][CH:26]=[CH:27][CH:28]=2)[N:20]=[C:19]([C:29]2[N:33]3[CH:34]=[CH:35][CH:36]=[CH:37][C:32]3=[N:31][CH:30]=2)[N:18]=1. The catalyst is CN(C=O)C. The product is [CH3:12][C:11]([CH3:14])([CH3:13])[CH2:10][NH:15][C:17]1[CH:22]=[C:21]([C:23]2[CH:24]=[N:25][CH:26]=[CH:27][CH:28]=2)[N:20]=[C:19]([C:29]2[N:33]3[CH:34]=[CH:35][CH:36]=[CH:37][C:32]3=[N:31][CH:30]=2)[N:18]=1. The yield is 0.600. (5) The yield is 0.612. The reactants are [Na].[CH2:2]([N:6]([CH2:17][CH2:18][CH2:19][CH3:20])[C:7]1[CH:14]=[CH:13][C:10]([CH:11]=O)=[C:9]([O:15][CH3:16])[CH:8]=1)[CH2:3][CH2:4][CH3:5].[CH3:21][O:22][C:23]1[C:24](=[O:32])[CH2:25][C:26]([CH3:31])([CH3:30])[CH2:27][C:28]=1[CH3:29]. The catalyst is C(O)C. The product is [CH2:2]([N:6]([CH2:17][CH2:18][CH2:19][CH3:20])[C:7]1[CH:14]=[CH:13][C:10]([CH:11]=[CH:29][C:28]2[CH2:27][C:26]([CH3:30])([CH3:31])[CH2:25][C:24](=[O:32])[C:23]=2[O:22][CH3:21])=[C:9]([O:15][CH3:16])[CH:8]=1)[CH2:3][CH2:4][CH3:5]. (6) The reactants are [NH2:1][C:2]1[C:7]([F:8])=[C:6](F)[N:5]=[C:4]([C:10]#N)[C:3]=1[Cl:12].[BrH:13].S(=O)(=O)(O)[OH:15].[C:19](=O)([O-])[O-:20].[Na+].[Na+]. The catalyst is C(O)(=O)C.CCOCC.CO. The product is [NH2:1][C:2]1[C:7]([F:8])=[C:6]([Br:13])[N:5]=[C:4]([C:10]([O:20][CH3:19])=[O:15])[C:3]=1[Cl:12]. The yield is 0.750. (7) The reactants are Br[C:2]1[C:3]([CH3:12])=[CH:4][C:5]([C:8]([OH:11])([CH3:10])[CH3:9])=[N:6][CH:7]=1.[CH3:13][Sn:14]([CH3:20])([CH3:19])[Sn:14]([CH3:20])([CH3:19])[CH3:13]. The catalyst is O1CCOCC1.C1C=CC([P]([Pd]([P](C2C=CC=CC=2)(C2C=CC=CC=2)C2C=CC=CC=2)([P](C2C=CC=CC=2)(C2C=CC=CC=2)C2C=CC=CC=2)[P](C2C=CC=CC=2)(C2C=CC=CC=2)C2C=CC=CC=2)(C2C=CC=CC=2)C2C=CC=CC=2)=CC=1. The product is [CH3:12][C:3]1[C:2]([Sn:14]([CH3:20])([CH3:19])[CH3:13])=[CH:7][N:6]=[C:5]([C:8]([OH:11])([CH3:10])[CH3:9])[CH:4]=1. The yield is 0.550. (8) The reactants are [CH3:1][C:2]1[CH:10]=[CH:9][C:5]([C:6]([OH:8])=O)=[CH:4][C:3]=1[NH:11][C:12]([C:14]1[CH:19]=[CH:18][C:17]([NH:20][C:21]2[N:30]=[C:29]([C:31]3[CH:36]=[CH:35][CH:34]=[CH:33][CH:32]=3)[C:28]3[C:23](=[CH:24][CH:25]=[CH:26][CH:27]=3)[N:22]=2)=[CH:16][CH:15]=1)=[O:13].Cl.[CH3:38][NH:39][O:40][CH3:41].CCN(C(C)C)C(C)C.CN(C(ON1N=NC2C=CC=NC1=2)=[N+](C)C)C.F[P-](F)(F)(F)(F)F. The catalyst is CN(C)C=O.ClCCl. The product is [CH3:38][N:39]([O:40][CH3:41])[C:6](=[O:8])[C:5]1[CH:9]=[CH:10][C:2]([CH3:1])=[C:3]([NH:11][C:12]([C:14]2[CH:15]=[CH:16][C:17]([NH:20][C:21]3[N:30]=[C:29]([C:28]4[CH:27]=[CH:26][CH:25]=[CH:24][CH:23]=4)[C:31]4[C:36](=[CH:35][CH:34]=[CH:33][CH:32]=4)[N:22]=3)=[CH:18][CH:19]=2)=[O:13])[CH:4]=1. The yield is 0.970. (9) The reactants are [Br:1][C:2]1[CH:3]=[CH:4][C:5]([O:15][CH2:16][C:17]2[CH:22]=[CH:21][C:20]([F:23])=[CH:19][CH:18]=2)=[C:6]([C:8](=O)[CH2:9][CH2:10][C:11](=O)[CH3:12])[CH:7]=1.[C:24]([NH:27][C:28]1[CH:29]=[C:30]([CH:34]=[C:35]([NH2:37])[CH:36]=1)[C:31]([OH:33])=[O:32])(=[O:26])[CH3:25].CC1C=CC(S(O)(=O)=O)=CC=1. The catalyst is CN1C(=O)CCC1.CCOC(C)=O. The product is [Br:1][C:2]1[CH:3]=[CH:4][C:5]([O:15][CH2:16][C:17]2[CH:22]=[CH:21][C:20]([F:23])=[CH:19][CH:18]=2)=[C:6]([C:8]2[N:37]([C:35]3[CH:34]=[C:30]([CH:29]=[C:28]([NH:27][C:24](=[O:26])[CH3:25])[CH:36]=3)[C:31]([OH:33])=[O:32])[C:11]([CH3:12])=[CH:10][CH:9]=2)[CH:7]=1. The yield is 0.210. (10) The reactants are [CH3:1][O:2][Na].[CH2:4]([O:11][C:12]1[CH:13]=[CH:14][CH:15]=[C:16]2[C:21]=1[N:20]=[C:19](Cl)[CH:18]=[CH:17]2)[C:5]1[CH:10]=[CH:9][CH:8]=[CH:7][CH:6]=1.O. The catalyst is CO. The product is [CH2:4]([O:11][C:12]1[CH:13]=[CH:14][CH:15]=[C:16]2[C:21]=1[N:20]=[C:19]([O:2][CH3:1])[CH:18]=[CH:17]2)[C:5]1[CH:10]=[CH:9][CH:8]=[CH:7][CH:6]=1. The yield is 0.790.